This data is from Cav3 T-type calcium channel HTS with 100,875 compounds. The task is: Binary Classification. Given a drug SMILES string, predict its activity (active/inactive) in a high-throughput screening assay against a specified biological target. (1) The molecule is s1c2c(c(NC(=O)c3sccc3)c1C(OC)=O)cccc2. The result is 0 (inactive). (2) The drug is S(c1[nH]c2c(n1)ccc(c2)C)Cc1ccc([N+]([O-])=O)cc1. The result is 1 (active). (3) The molecule is O(c1cc2[nH]c(NCCCO)nc2cc1)CC. The result is 0 (inactive). (4) The compound is S(=O)(=O)(N1CCC(CC1)C(=O)N1C(CCC1)C(=O)NCc1c(OC)cccc1)c1ccc(cc1)C. The result is 0 (inactive). (5) The drug is O(c1cc/2c(N(C(=O)C2=N\O)C)cc1)C. The result is 0 (inactive). (6) The drug is O=C1N(c2c(/C1=N\NC(=O)CNC(=O)/C=C\c1occc1)cccc2)CC. The result is 0 (inactive). (7) The compound is S(Cc1sc(nn1)C)c1nc(Nc2ccc(OC)cc2)nc(n1)N. The result is 0 (inactive). (8) The compound is O=C1N(C(=O)N(C(=O)/C1=C\NCCCCCC)C)C. The result is 0 (inactive). (9) The molecule is O(c1ccc(CN2CCN(CC2)CC)cc1)Cc1ccccc1. The result is 0 (inactive). (10) The compound is Clc1cc(C(=O)Nc2ccc(N(CC)CC)cc2)c(OC)cc1. The result is 0 (inactive).